Dataset: Catalyst prediction with 721,799 reactions and 888 catalyst types from USPTO. Task: Predict which catalyst facilitates the given reaction. (1) Reactant: Cl.[NH:2]1[CH2:7][CH2:6][CH:5]([C:8]2[NH:16][C:11]3[CH:12]=[N:13][CH:14]=[CH:15][C:10]=3[N:9]=2)[CH2:4][CH2:3]1.C(N(CC)CC)C.[C:24]1([C:30]2[C:31]([C:39]3[CH:46]=[CH:45][C:42]([CH:43]=O)=[CH:41][CH:40]=3)=[N:32][C:33]3[N:34]([CH:36]=[CH:37][N:38]=3)[CH:35]=2)[CH:29]=[CH:28][CH:27]=[CH:26][CH:25]=1.C(O)(=O)C.[BH-](OC(C)=O)(OC(C)=O)OC(C)=O.[Na+]. Product: [C:24]1([C:30]2[C:31]([C:39]3[CH:40]=[CH:41][C:42]([CH2:43][N:2]4[CH2:3][CH2:4][CH:5]([C:8]5[NH:16][C:11]6[CH:12]=[N:13][CH:14]=[CH:15][C:10]=6[N:9]=5)[CH2:6][CH2:7]4)=[CH:45][CH:46]=3)=[N:32][C:33]3[N:34]([CH:36]=[CH:37][N:38]=3)[CH:35]=2)[CH:29]=[CH:28][CH:27]=[CH:26][CH:25]=1. The catalyst class is: 475. (2) The catalyst class is: 3. Reactant: C(=O)([O-])[O-].[Cs+].[Cs+].[OH:7][CH2:8][C:9]1[CH:14]=[CH:13][C:12]([OH:15])=[CH:11][CH:10]=1.Br[CH2:17][CH:18]([O:22][CH2:23][CH3:24])[O:19][CH2:20][CH3:21].O. Product: [CH2:20]([O:19][CH:18]([O:22][CH2:23][CH3:24])[CH2:17][O:15][C:12]1[CH:13]=[CH:14][C:9]([CH2:8][OH:7])=[CH:10][CH:11]=1)[CH3:21]. (3) Reactant: Br[C:2]1[CH:3]=[C:4]2[C:8](=[C:9]([C:11]([NH2:13])=[O:12])[CH:10]=1)[NH:7][CH:6]=[C:5]2[CH:14]1[CH2:19][CH2:18][S:17](=[O:21])(=[O:20])[C:16]([CH3:23])([CH3:22])[CH2:15]1.O1CCOCC1.[S:30]1[CH:34]=[CH:33][C:32](B(O)O)=[CH:31]1.C([O-])([O-])=O.[K+].[K+]. Product: [CH3:22][C:16]1([CH3:23])[CH2:15][CH:14]([C:5]2[C:4]3[C:8](=[C:9]([C:11]([NH2:13])=[O:12])[CH:10]=[C:2]([C:32]4[CH:33]=[CH:34][S:30][CH:31]=4)[CH:3]=3)[NH:7][CH:6]=2)[CH2:19][CH2:18][S:17]1(=[O:21])=[O:20]. The catalyst class is: 263. (4) Reactant: [CH2:1]([O:3][C:4]([N:6]1[C:15]2[C:10](=[N:11][C:12]([O:16][CH3:17])=[CH:13][CH:14]=2)[C@@H:9]([NH:18][C:19]2[N:24]=[C:23]([CH2:25][C:26]3[CH:31]=[C:30]([C:32]([F:35])([F:34])[F:33])[CH:29]=[C:28]([C:36]([F:39])([F:38])[F:37])[CH:27]=3)[C:22]([OH:40])=[CH:21][N:20]=2)[CH2:8][C@H:7]1[CH2:41][CH3:42])=[O:5])[CH3:2].[H-].[Na+].CI.[C:47](O)(=O)CC(CC(O)=O)(C(O)=O)O. Product: [CH2:1]([O:3][C:4]([N:6]1[C:15]2[C:10](=[N:11][C:12]([O:16][CH3:17])=[CH:13][CH:14]=2)[C@@H:9]([NH:18][C:19]2[N:24]=[C:23]([CH2:25][C:26]3[CH:31]=[C:30]([C:32]([F:35])([F:34])[F:33])[CH:29]=[C:28]([C:36]([F:38])([F:39])[F:37])[CH:27]=3)[C:22]([O:40][CH3:47])=[CH:21][N:20]=2)[CH2:8][C@H:7]1[CH2:41][CH3:42])=[O:5])[CH3:2]. The catalyst class is: 9.